From a dataset of Peptide-MHC class I binding affinity with 185,985 pairs from IEDB/IMGT. Regression. Given a peptide amino acid sequence and an MHC pseudo amino acid sequence, predict their binding affinity value. This is MHC class I binding data. (1) The peptide sequence is FVDGVPFVV. The MHC is HLA-B07:02 with pseudo-sequence HLA-B07:02. The binding affinity (normalized) is 0.0847. (2) The peptide sequence is VSLVKPTVY. The MHC is HLA-A30:02 with pseudo-sequence HLA-A30:02. The binding affinity (normalized) is 0.422.